This data is from Peptide-MHC class I binding affinity with 185,985 pairs from IEDB/IMGT. The task is: Regression. Given a peptide amino acid sequence and an MHC pseudo amino acid sequence, predict their binding affinity value. This is MHC class I binding data. The MHC is HLA-B15:09 with pseudo-sequence HLA-B15:09. The binding affinity (normalized) is 0.0847. The peptide sequence is SRYWAIRTR.